Dataset: Forward reaction prediction with 1.9M reactions from USPTO patents (1976-2016). Task: Predict the product of the given reaction. (1) Given the reactants [CH3:1][CH:2]([CH3:12])[CH2:3][CH2:4][C:5]1[CH:10]=[CH:9][CH:8]=[CH:7][C:6]=1[NH2:11].[F:13][C:14]1[N:18]([CH3:19])[N:17]=[C:16]([CH3:20])[C:15]=1[C:21](Cl)=[O:22].C(N(CC)CC)C, predict the reaction product. The product is: [F:13][C:14]1[N:18]([CH3:19])[N:17]=[C:16]([CH3:20])[C:15]=1[C:21]([NH:11][C:6]1[CH:7]=[CH:8][CH:9]=[CH:10][C:5]=1[CH2:4][CH2:3][CH:2]([CH3:12])[CH3:1])=[O:22]. (2) Given the reactants [C:1]([O:4][CH2:5][CH3:6])(=[O:3])[CH3:2].[CH2:7]([NH:14][CH2:15][C:16]1[CH:21]=[N:20][C:19]([CH3:22])=[C:18]2[O:23][C:24]([CH3:28])([CH3:27])[O:25][CH2:26][C:17]=12)[C:8]1[CH:13]=[CH:12][CH:11]=[CH:10][CH:9]=1.[CH2:29](O)C, predict the reaction product. The product is: [CH2:7]([N:14]([CH2:15][C:16]1[CH:21]=[N:20][C:19]([CH3:22])=[C:18]2[O:23][C:24]([CH3:28])([CH3:27])[O:25][CH2:26][C:17]=12)[CH2:29][CH2:2][C:1]([O:4][CH2:5][CH3:6])=[O:3])[C:8]1[CH:9]=[CH:10][CH:11]=[CH:12][CH:13]=1. (3) Given the reactants [NH:1]([CH3:3])[CH3:2].[O-:4][N+:5]1[C:10]2[CH:11]=[C:12]3[C:16](=[CH:17][C:9]=2[N:8]=[C:7]([CH2:18][CH2:19][CH:20]=O)[N:6]=1)[CH2:15][CH2:14][CH2:13]3.[BH3-]C#N.[Na+].CC(O)=O, predict the reaction product. The product is: [CH3:2][N:1]([CH3:3])[CH2:20][CH2:19][CH2:18][C:7]1[N:6]=[N+:5]([O-:4])[C:10]2[CH:11]=[C:12]3[C:16]([CH2:15][CH2:14][CH2:13]3)=[CH:17][C:9]=2[N:8]=1. (4) Given the reactants [Br:1][C:2]1[CH:10]=[C:9]([C:11]#[N:12])[CH:8]=[C:7]2[C:3]=1[CH:4]=[CH:5][NH:6]2.[OH:13]O.[OH-].[Na+].O, predict the reaction product. The product is: [Br:1][C:2]1[CH:10]=[C:9]([C:11]([NH2:12])=[O:13])[CH:8]=[C:7]2[C:3]=1[CH:4]=[CH:5][NH:6]2. (5) Given the reactants [Cl:1][C:2]1[CH:7]=[CH:6][CH:5]=[CH:4][C:3]=1[CH:8]([O:10][C:11]([NH:13][C:14]1[C:15]([CH3:28])=[N:16][O:17][C:18]=1[C:19]1[CH:27]=[CH:26][C:22]([C:23](O)=[O:24])=[CH:21][CH:20]=1)=[O:12])[CH3:9].[CH3:29][O:30][C:31]([C:33]1([NH2:42])[CH2:41][C:40]2[C:35](=[CH:36][CH:37]=[CH:38][CH:39]=2)[CH2:34]1)=[O:32], predict the reaction product. The product is: [CH3:29][O:30][C:31]([C:33]1([NH:42][C:23](=[O:24])[C:22]2[CH:26]=[CH:27][C:19]([C:18]3[O:17][N:16]=[C:15]([CH3:28])[C:14]=3[NH:13][C:11]([O:10][CH:8]([C:3]3[CH:4]=[CH:5][CH:6]=[CH:7][C:2]=3[Cl:1])[CH3:9])=[O:12])=[CH:20][CH:21]=2)[CH2:41][C:40]2[C:35](=[CH:36][CH:37]=[CH:38][CH:39]=2)[CH2:34]1)=[O:32]. (6) Given the reactants [Br:1][C:2]1[CH:7]=[CH:6][C:5]([CH2:8][NH2:9])=[C:4]([F:10])[CH:3]=1.[CH3:11][S:12](Cl)(=[O:14])=[O:13], predict the reaction product. The product is: [Br:1][C:2]1[CH:7]=[CH:6][C:5]([CH2:8][NH:9][S:12]([CH3:11])(=[O:14])=[O:13])=[C:4]([F:10])[CH:3]=1. (7) Given the reactants [OH:1][C:2]1[CH:7]=[CH:6][CH:5]=[CH:4][C:3]=1[C:8]1[N:13]=[C:12]([N:14]2[C:18]([C:19]([F:22])([F:21])[F:20])=[C:17]([C:23]([O:25][CH2:26][CH3:27])=[O:24])[CH:16]=[N:15]2)[CH:11]=[CH:10][CH:9]=1.C(=O)([O-])[O-].[Cs+].[Cs+].CN(C=O)C.CCO[C:42]([CH3:44])=O, predict the reaction product. The product is: [C:3]1([CH2:8][CH2:9][C:42]2[CH:44]=[CH:16][C:17]([CH2:23][O:1][C:2]3[CH:7]=[CH:6][CH:5]=[CH:4][C:3]=3[C:8]3[N:13]=[C:12]([N:14]4[C:18]([C:19]([F:22])([F:21])[F:20])=[C:17]([C:23]([O:25][CH2:26][CH3:27])=[O:24])[CH:16]=[N:15]4)[CH:11]=[CH:10][CH:9]=3)=[CH:18][CH:19]=2)[CH:4]=[CH:5][CH:6]=[CH:7][CH:2]=1. (8) Given the reactants Br[C:2]1[CH:3]=[CH:4][C:5]2[N:6]([C:15]3[CH:19]=[CH:18][S:17][C:16]=3[C:20](O)([CH3:22])[CH3:21])[C:7]3[C:12]([C:13]=2[CH:14]=1)=[CH:11][CH:10]=[CH:9][CH:8]=3.CS(O)(=O)=O.O, predict the reaction product. The product is: [CH3:22][C:20]1([CH3:21])[C:8]2[C:7]3[N:6]([C:5]4[CH:4]=[CH:3][CH:2]=[CH:14][C:13]=4[C:12]=3[CH:11]=[CH:10][CH:9]=2)[C:15]2[CH:19]=[CH:18][S:17][C:16]1=2. (9) Given the reactants [C:1]([C:3]1[CH:8]=[CH:7][C:6]([N:9]([CH2:14][C:15]([F:18])([F:17])[F:16])[CH2:10][C:11]([OH:13])=[O:12])=[CH:5][C:4]=1[C:19]([F:22])([F:21])[F:20])#[N:2].[CH:23](O)([CH3:25])[CH3:24], predict the reaction product. The product is: [C:1]([C:3]1[CH:8]=[CH:7][C:6]([N:9]([CH2:14][C:15]([F:16])([F:17])[F:18])[CH2:10][C:11]([O:13][CH:23]([CH3:25])[CH3:24])=[O:12])=[CH:5][C:4]=1[C:19]([F:21])([F:20])[F:22])#[N:2].